Task: Predict the product of the given reaction.. Dataset: Forward reaction prediction with 1.9M reactions from USPTO patents (1976-2016) (1) Given the reactants [CH3:1][O:2][C:3]1[CH:4]=[C:5]([C:11]([C:13]2[CH:18]=[C:17]([O:19][CH3:20])[CH:16]=[C:15]([O:21][CH3:22])[CH:14]=2)=O)[CH:6]=[CH:7][C:8]=1[O:9][CH3:10].C[Si]([N-][Si](C)(C)C)(C)C.[Li+].CO[C:35]1C=C(C(C2C=CC=C(OC)C=2)=CC#N)C=C(OC)[CH:40]=1, predict the reaction product. The product is: [CH3:22][O:21][C:15]1[CH:14]=[C:13]([C:11]([C:5]2[CH:6]=[CH:7][C:8]([O:9][CH3:10])=[C:3]([O:2][CH3:1])[CH:4]=2)=[CH:35][CH3:40])[CH:18]=[C:17]([O:19][CH3:20])[CH:16]=1. (2) Given the reactants [C:1]([O:5][C:6](=[O:20])[NH:7][C:8]([C:12]1[CH:17]=[C:16]([F:18])[CH:15]=[C:14]([F:19])[CH:13]=1)([CH3:11])[CH:9]=O)([CH3:4])([CH3:3])[CH3:2].Cl.[NH2:22][C:23]1([C:29]([O:31][CH3:32])=[O:30])[CH2:28][CH2:27][CH2:26][CH2:25][CH2:24]1.CC(O)=O.[BH3-]C#N.[Na+], predict the reaction product. The product is: [C:1]([O:5][C:6]([NH:7][C:8]([C:12]1[CH:17]=[C:16]([F:18])[CH:15]=[C:14]([F:19])[CH:13]=1)([CH3:11])[CH2:9][NH:22][C:23]1([C:29]([O:31][CH3:32])=[O:30])[CH2:28][CH2:27][CH2:26][CH2:25][CH2:24]1)=[O:20])([CH3:4])([CH3:3])[CH3:2]. (3) Given the reactants [NH2:1][C:2]1[CH:7]=[CH:6][C:5]([C:8]2[C:13]([Cl:14])=[CH:12][C:11]([NH:15][C:16]3[N:20]=[C:19]([NH2:21])[NH:18][N:17]=3)=[CH:10][C:9]=2[Cl:22])=[CH:4][CH:3]=1.[CH3:23][O:24][CH2:25][C:26](O)=[O:27].CCN(C(C)C)C(C)C.CN(C(ON1N=NC2C=CC=NC1=2)=[N+](C)C)C.F[P-](F)(F)(F)(F)F, predict the reaction product. The product is: [NH2:21][C:19]1[NH:18][N:17]=[C:16]([NH:15][C:11]2[CH:12]=[C:13]([Cl:14])[C:8]([C:5]3[CH:6]=[CH:7][C:2]([NH:1][C:26](=[O:27])[CH2:25][O:24][CH3:23])=[CH:3][CH:4]=3)=[C:9]([Cl:22])[CH:10]=2)[N:20]=1. (4) Given the reactants C([N:8]1[CH2:13][CH2:12][O:11][CH:10]([C:14]([C:27]2[CH:32]=[CH:31][CH:30]=[CH:29][CH:28]=2)([OH:26])[CH2:15][C:16]2[CH:21]=[CH:20][CH:19]=[CH:18][C:17]=2[C:22]([F:25])([F:24])[F:23])[CH2:9]1)C1C=CC=CC=1.C([O-])=O.[NH4+], predict the reaction product. The product is: [NH:8]1[CH2:13][CH2:12][O:11][C@@H:10]([C@:14]([C:27]2[CH:32]=[CH:31][CH:30]=[CH:29][CH:28]=2)([OH:26])[CH2:15][C:16]2[CH:21]=[CH:20][CH:19]=[CH:18][C:17]=2[C:22]([F:25])([F:23])[F:24])[CH2:9]1. (5) Given the reactants [C:1](=[O:4])([O-])[O-].[Na+].[Na+].[O:7]1[CH2:12][CH2:11][CH:10]([C:13](Cl)=[O:14])[CH2:9][CH2:8]1.[NH2:16][C:17]1[C:22](=O)[N:21]([CH2:24][C:25]2[CH:30]=[CH:29][C:28]([Cl:31])=[CH:27][CH:26]=2)[C:20]([S:32][CH3:33])=[N:19]C=1.C(=O)([O-])O.[Na+], predict the reaction product. The product is: [Cl:31][C:28]1[CH:29]=[CH:30][C:25]([CH2:24][N:21]2[CH:22]=[C:17]([NH:16][C:13]([CH:10]3[CH2:11][CH2:12][O:7][CH2:8][CH2:9]3)=[O:14])[C:1](=[O:4])[NH:19][CH:20]2[S:32][CH3:33])=[CH:26][CH:27]=1. (6) Given the reactants [Br-:1].[Li+].ClC1C=CC(S(O[C@@H:14]([CH2:18][C:19]2[CH:24]=[CH:23][CH:22]=[CH:21][CH:20]=2)[C:15]([OH:17])=[O:16])(=O)=O)=CC=1.C1(C)C=CC=CC=1, predict the reaction product. The product is: [Br:1][C@H:14]([CH2:18][C:19]1[CH:24]=[CH:23][CH:22]=[CH:21][CH:20]=1)[C:15]([OH:17])=[O:16]. (7) Given the reactants [C:1]([O:5][CH2:6][C:7]([CH2:20][OH:21])([CH2:14][O:15][C:16](=[O:19])[CH:17]=[CH2:18])[CH2:8][O:9][C:10](=[O:13])[CH:11]=[CH2:12])(=[O:4])[CH:2]=[CH2:3].[O:22]=[C:23]=[N:24][CH:25]1[CH2:34][C:33]([CH3:36])([CH3:35])[CH2:32][C:27]([CH3:37])([CH2:28][N:29]=[C:30]=[O:31])[CH2:26]1.COC1C=CC(O)=CC=1.C([O-])(=O)CCCCCCCCCCC.C([O-])(=O)CCCCCCCCCCC.C([Sn+2]CCCC)CCC, predict the reaction product. The product is: [C:1]([OH:5])(=[O:4])[CH:2]=[CH2:3].[NH2:24][C:1]([O:5][CH2:6][CH3:7])=[O:4].[O:22]=[C:23]=[N:24][CH:25]1[CH2:34][C:33]([CH3:36])([CH3:35])[CH2:32][C:27]([CH3:37])([CH2:28][N:29]=[C:30]=[O:31])[CH2:26]1.[C:16]([O:15][CH2:14][C:7]([CH2:20][OH:21])([CH2:8][O:9][C:10](=[O:13])[CH:11]=[CH2:12])[CH2:6][O:5][C:1](=[O:4])[CH:2]=[CH2:3])(=[O:19])[CH:17]=[CH2:18]. (8) Given the reactants [C:1]([C:3]1[CH:11]=[CH:10][C:6]([C:7]([OH:9])=[O:8])=[CH:5][CH:4]=1)#[N:2].[C:12]1(O)[CH:17]=[CH:16][CH:15]=[CH:14][CH:13]=1.C1CCC(N=C=NC2CCCCC2)CC1, predict the reaction product. The product is: [C:1]([C:3]1[CH:11]=[CH:10][C:6]([C:7]([O:9][C:12]2[CH:17]=[CH:16][CH:15]=[CH:14][CH:13]=2)=[O:8])=[CH:5][CH:4]=1)#[N:2]. (9) Given the reactants C(=O)([O-])[O-].[K+].[K+].C([O:9][C@H:10]([CH2:28][CH2:29][C:30]1[CH:35]=[CH:34][C:33]([C:36]2[CH:37]=[N:38][CH:39]=[N:40][CH:41]=2)=[CH:32][CH:31]=1)[C@H:11]([CH2:15][CH2:16][N:17]1[C:22](=[O:23])[C:21]2[CH:24]=[CH:25][CH:26]=[CH:27][C:20]=2[N:19]=[N:18]1)[C:12]([OH:14])=[O:13])=O.O1CCCC1, predict the reaction product. The product is: [OH:9][C@H:10]([CH2:28][CH2:29][C:30]1[CH:31]=[CH:32][C:33]([C:36]2[CH:41]=[N:40][CH:39]=[N:38][CH:37]=2)=[CH:34][CH:35]=1)[C@H:11]([CH2:15][CH2:16][N:17]1[C:22](=[O:23])[C:21]2[CH:24]=[CH:25][CH:26]=[CH:27][C:20]=2[N:19]=[N:18]1)[C:12]([OH:14])=[O:13].